This data is from HIV replication inhibition screening data with 41,000+ compounds from the AIDS Antiviral Screen. The task is: Binary Classification. Given a drug SMILES string, predict its activity (active/inactive) in a high-throughput screening assay against a specified biological target. (1) The molecule is CC(Cc1ccccc1)NC(=O)CCNNC(=O)c1ccncc1. The result is 0 (inactive). (2) The molecule is C[N+]12C=CC=C1C(N1CCCC1)c1scc(-c3ccc(F)cc3)c12.[I-]. The result is 0 (inactive). (3) The drug is CCCc1cc(=O)oc2c3c(cc(OC(C)COC)c12)OC(C)C(C)C3=O. The result is 1 (active). (4) The result is 0 (inactive). The drug is O=C1CCCCC(=O)OC2(CCCCC2=O)CC1. (5) The molecule is O=C1CSC(c2ccccc2)N1c1ccc(-c2ccc(-n3c(-c4ccccc4)nc4ccccc4c3=O)cc2)cc1. The result is 0 (inactive). (6) The drug is Cc1cn(C2CC(NC(=O)NO[Si](C)(C)C(C)(C)C)C(CO[Si](C)(C)C(C)(C)C)O2)c(=O)[nH]c1=O. The result is 0 (inactive). (7) The molecule is Cc1ccc(C=NNc2cnccn2)s1. The result is 0 (inactive). (8) The compound is CCOC(=O)C(CS)NC(=O)CCCCCCCC(=O)O. The result is 0 (inactive). (9) The result is 0 (inactive). The drug is c1ccc(COc2ccc(CC3SCCCS3)cc2)cc1.